From a dataset of CYP2D6 inhibition data for predicting drug metabolism from PubChem BioAssay. Regression/Classification. Given a drug SMILES string, predict its absorption, distribution, metabolism, or excretion properties. Task type varies by dataset: regression for continuous measurements (e.g., permeability, clearance, half-life) or binary classification for categorical outcomes (e.g., BBB penetration, CYP inhibition). Dataset: cyp2d6_veith. (1) The molecule is CC#CCCCC(=O)Nc1ccc(C(=O)O)cc1. The result is 0 (non-inhibitor). (2) The result is 1 (inhibitor). The drug is CCOC(=O)c1ccc(Nc2nc(C(=O)OCC)nc3ccccc23)cc1. (3) The compound is C[N+](C)(C)CCOC(=O)CCC(=O)OCC[N+](C)(C)C. The result is 0 (non-inhibitor). (4) The compound is CCC/C=C(\CCC)C(NC(=O)c1ccccc1)c1ccccc1. The result is 0 (non-inhibitor). (5) The drug is O=C(CSCc1c(Cl)cccc1Cl)NCc1cccnc1. The result is 1 (inhibitor). (6) The molecule is CO/N=C(\C)CCN1CCCc2nc(C)c(C)cc21. The result is 1 (inhibitor). (7) The drug is C=CCOc1ccc(CNC(C)(C)CO)cc1OC.Cl. The result is 1 (inhibitor).